Dataset: Catalyst prediction with 721,799 reactions and 888 catalyst types from USPTO. Task: Predict which catalyst facilitates the given reaction. Reactant: [C:1]([NH:4][NH:5][C:6]([C@H:8]1[CH2:13][CH2:12][C@H:11]([N:14]2[C:19](=[O:20])[C:18]([CH2:21][C:22]3[CH:27]=[CH:26][C:25](C4C=CC=CC=4C#N)=[CH:24][CH:23]=3)=[C:17]([CH2:36][CH2:37][CH3:38])[N:16]3[N:39]=[CH:40][N:41]=[C:15]23)[CH2:10][CH2:9]1)=[O:7])(=O)[CH3:2].[C:42]1([CH3:52])[CH:47]=[CH:46][C:45](S(Cl)(=O)=O)=[CH:44][CH:43]=1.[N:53]1C=CC=CC=1. Product: [CH3:2][C:1]1[O:7][C:6]([C@H:8]2[CH2:13][CH2:12][C@H:11]([N:14]3[C:19](=[O:20])[C:18]([CH2:21][C:22]4[CH:23]=[CH:24][C:25]([C:43]5[C:42]([C:52]#[N:53])=[CH:47][CH:46]=[CH:45][CH:44]=5)=[CH:26][CH:27]=4)=[C:17]([CH2:36][CH2:37][CH3:38])[N:16]4[N:39]=[CH:40][N:41]=[C:15]34)[CH2:10][CH2:9]2)=[N:5][N:4]=1. The catalyst class is: 13.